Dataset: CYP2D6 inhibition data for predicting drug metabolism from PubChem BioAssay. Task: Regression/Classification. Given a drug SMILES string, predict its absorption, distribution, metabolism, or excretion properties. Task type varies by dataset: regression for continuous measurements (e.g., permeability, clearance, half-life) or binary classification for categorical outcomes (e.g., BBB penetration, CYP inhibition). Dataset: cyp2d6_veith. The result is 0 (non-inhibitor). The molecule is CCOC(=O)Cn1nc(C)n(-c2ccc(C(C)(C)C)cc2)c1=O.